This data is from Experimentally validated miRNA-target interactions with 360,000+ pairs, plus equal number of negative samples. The task is: Binary Classification. Given a miRNA mature sequence and a target amino acid sequence, predict their likelihood of interaction. (1) The miRNA is mmu-miR-331-3p with sequence GCCCCUGGGCCUAUCCUAGAA. The protein sequence of the target gene is MYTSHEDIGYDLEDDRKAKNKKTLKPHPDIDGGWAWMMVLSSFFVHILIMGSQMALGVLNVEWLEEFHQSRGLTAWVSSLSMGITLIVGPFIGLFINTCGCRQTAIIGGLVNSLGWVLSAYAANVQSLFITFGVAAGLGSGMAYLPAVVMVGRYFQKRRALAQGLSTTGTGFGTFLMTVLLKYLCAEYGWRNAMFIQGALSLNLCVCGALMRPLSPEKLENCPEAEEPCALPAYSTESVKSGGPLGMAEEQDRRPGNEEMVCDLQTQECQGQTHPRKNVCAFRVLKTVSQLTVQVRRGFR.... Result: 0 (no interaction). (2) The protein sequence of the target gene is MRCPKCLLCLSALLTLLGLKVYIEWTSESRLSKAYPSPRGTPPSPTPANPEPTLPANLSTRLGQTIPLPFAYWNQQQWRLGSLPSGDSTETGGCQAWGAAAATEIPDFASYPKDLRRFLLSAACRSFPQWLPGGGGSQVSSCSDTDVPYLLLAVKSEPGRFAERQAVRETWGSPAPGIRLLFLLGSPVGEAGPDLDSLVAWESRRYSDLLLWDFLDVPFNQTLKDLLLLAWLGRHCPTVSFVLRAQDDAFVHTPALLAHLRALPPASARSLYLGEVFTQAMPLRKPGGPFYVPESFFEGG.... Result: 1 (interaction). The miRNA is hsa-miR-335-5p with sequence UCAAGAGCAAUAACGAAAAAUGU. (3) The miRNA is hsa-miR-4321 with sequence UUAGCGGUGGACCGCCCUGCG. The protein sequence of the target gene is MASSIRRGRGAWTRLLSLLLLAAWEVGSGQLRYSVPEEAKHGTFVGRIAQDLGLELEELVPRLFRVASKRHGDLLEVNLQNGILFVNSRIDREELCGRSAECSIHVEVIVDRPLQVFHVEVEVKDINDNPPIFPMTVKTIRFPESRLLDSRFPLEGASDADIGVNALLSYKLSSSEFFFLDIQANDELSESLSLVLGKSLDREETAEVNLLLVATDGGKPELTGTVQILIKVLDVNDNEPTFAQSVYKVKLLENTANGTLVVKLNASDADEGPNSEIVYSLGSDVSSTIQTKFTIDPISG.... Result: 0 (no interaction).